Dataset: Peptide-MHC class I binding affinity with 185,985 pairs from IEDB/IMGT. Task: Regression. Given a peptide amino acid sequence and an MHC pseudo amino acid sequence, predict their binding affinity value. This is MHC class I binding data. (1) The peptide sequence is LATWVGVNL. The MHC is Patr-A0301 with pseudo-sequence Patr-A0301. The binding affinity (normalized) is 0.0643. (2) The peptide sequence is ESQMLIPKAY. The MHC is HLA-A30:02 with pseudo-sequence HLA-A30:02. The binding affinity (normalized) is 0.798. (3) The MHC is HLA-A02:06 with pseudo-sequence HLA-A02:06. The binding affinity (normalized) is 0. The peptide sequence is KLWASQIY. (4) The binding affinity (normalized) is 0.345. The MHC is HLA-A68:01 with pseudo-sequence HLA-A68:01. The peptide sequence is KSINKVYGK. (5) The peptide sequence is LIPETVPYI. The MHC is HLA-A01:01 with pseudo-sequence HLA-A01:01. The binding affinity (normalized) is 0.